Dataset: Peptide-MHC class I binding affinity with 185,985 pairs from IEDB/IMGT. Task: Regression. Given a peptide amino acid sequence and an MHC pseudo amino acid sequence, predict their binding affinity value. This is MHC class I binding data. The peptide sequence is GMFNMLSTV. The MHC is HLA-A02:12 with pseudo-sequence HLA-A02:12. The binding affinity (normalized) is 0.640.